Dataset: TCR-epitope binding with 47,182 pairs between 192 epitopes and 23,139 TCRs. Task: Binary Classification. Given a T-cell receptor sequence (or CDR3 region) and an epitope sequence, predict whether binding occurs between them. The epitope is EPLPQGQLTAY. The TCR CDR3 sequence is CASSLYTGSDQPQHF. Result: 0 (the TCR does not bind to the epitope).